Dataset: Full USPTO retrosynthesis dataset with 1.9M reactions from patents (1976-2016). Task: Predict the reactants needed to synthesize the given product. (1) Given the product [F:1][C:2]([F:35])([F:34])[C:3]1[CH:4]=[C:5]([CH:27]=[C:28]([C:30]([F:33])([F:32])[F:31])[CH:29]=1)[CH2:6][N:7]1[C:13](=[O:14])[C:12]2[C:15]([C:20]3[CH:25]=[CH:24][CH:23]=[CH:22][C:21]=3[CH3:26])=[CH:16][C:17]([N:45]3[CH2:46][CH2:47][CH:42]([N:36]4[CH2:41][CH2:40][O:39][CH2:38][CH2:37]4)[CH2:43][CH2:44]3)=[N:18][C:11]=2[O:10][CH2:9][CH2:8]1, predict the reactants needed to synthesize it. The reactants are: [F:1][C:2]([F:35])([F:34])[C:3]1[CH:4]=[C:5]([CH:27]=[C:28]([C:30]([F:33])([F:32])[F:31])[CH:29]=1)[CH2:6][N:7]1[C:13](=[O:14])[C:12]2[C:15]([C:20]3[CH:25]=[CH:24][CH:23]=[CH:22][C:21]=3[CH3:26])=[CH:16][C:17](Cl)=[N:18][C:11]=2[O:10][CH2:9][CH2:8]1.[N:36]1([CH:42]2[CH2:47][CH2:46][NH:45][CH2:44][CH2:43]2)[CH2:41][CH2:40][O:39][CH2:38][CH2:37]1. (2) Given the product [C:42]([CH2:41][O:40][C:9]1[CH:10]=[C:11]([C:12]2[CH:21]=[CH:20][C:19]3[C:14](=[CH:15][CH:16]=[C:17]([C:22]4[N:26]([CH:27]5[CH2:32][CH2:31][CH2:30][CH2:29][CH2:28]5)[C:25]5[CH:33]=[CH:34][C:35]([C:37]([OH:39])=[O:38])=[CH:36][C:24]=5[N:23]=4)[CH:18]=3)[N:13]=2)[C:6]([C:5]2[CH:4]=[CH:3][C:2]([Cl:1])=[CH:46][CH:45]=2)=[CH:7][CH:8]=1)([OH:50])=[O:43], predict the reactants needed to synthesize it. The reactants are: [Cl:1][C:2]1[CH:46]=[CH:45][C:5]([C:6]2[C:11]([C:12]3[CH:21]=[CH:20][C:19]4[C:14](=[CH:15][CH:16]=[C:17]([C:22]5[N:26]([CH:27]6[CH2:32][CH2:31][CH2:30][CH2:29][CH2:28]6)[C:25]6[CH:33]=[CH:34][C:35]([C:37]([OH:39])=[O:38])=[CH:36][C:24]=6[N:23]=5)[CH:18]=4)[N:13]=3)=[CH:10][C:9]([O:40][CH2:41][CH2:42][O:43]C)=[CH:8][CH:7]=2)=[CH:4][CH:3]=1.BrCC(OC(C)(C)C)=[O:50].BrCCOC. (3) Given the product [CH3:20][N:19]([CH3:22])[CH2:17][CH2:18][NH:14][C:2]1[CH:7]=[CH:6][C:5]([N+:8]([O-:10])=[O:9])=[CH:4][N:3]=1, predict the reactants needed to synthesize it. The reactants are: Cl[C:2]1[CH:7]=[CH:6][C:5]([N+:8]([O-:10])=[O:9])=[CH:4][N:3]=1.CC(N)C(C)[NH2:14].[CH2:17]([N:19]([CH2:22]C)[CH2:20]C)[CH3:18].C(#N)C.